From a dataset of Reaction yield outcomes from USPTO patents with 853,638 reactions. Predict the reaction yield, written as a fraction of the theoretical maximum amount of product (1.0 means a 100% yield; for example, 0.34 means a 34% yield). (1) The reactants are [I:1][C:2]1[CH:7]=[CH:6][N:5]=[C:4]([N:8]2[C:12]3[CH2:13][CH2:14][CH2:15][C:11]=3[C:10]([C:16]([OH:18])=O)=[N:9]2)[CH:3]=1.[Cl-].[NH4+:20]. No catalyst specified. The product is [I:1][C:2]1[CH:7]=[CH:6][N:5]=[C:4]([N:8]2[C:12]3[CH2:13][CH2:14][CH2:15][C:11]=3[C:10]([C:16]([NH2:20])=[O:18])=[N:9]2)[CH:3]=1. The yield is 0.280. (2) The reactants are [C:1]1(=[O:15])[N:5]([CH2:6][C:7](=[O:9])[CH3:8])[C:4](=[O:10])[C:3]2=[CH:11][CH:12]=[CH:13][CH:14]=[C:2]12.NC(N)=O.[Br:20]Br. The catalyst is CO. The product is [Br:20][CH2:8][C:7](=[O:9])[CH2:6][N:5]1[C:4](=[O:10])[C:3]2[C:2](=[CH:14][CH:13]=[CH:12][CH:11]=2)[C:1]1=[O:15]. The yield is 0.0300. (3) The reactants are [C:1]([O:5][C:6]([NH:8][C@@H:9]([CH2:20][CH2:21][CH2:22][C@H:23]([O:33][CH2:34][CH2:35][CH3:36])[C@H:24]([C@@H:30]([OH:32])[CH3:31])[CH2:25][CH2:26][CH:27]([CH3:29])[CH3:28])[C:10]([O:12]CC1C=CC=CC=1)=[O:11])=[O:7])([CH3:4])([CH3:3])[CH3:2]. The catalyst is C1COCC1.[Pd]. The product is [C:1]([O:5][C:6]([NH:8][C@@H:9]([CH2:20][CH2:21][CH2:22][C@H:23]([O:33][CH2:34][CH2:35][CH3:36])[C@H:24]([C@@H:30]([OH:32])[CH3:31])[CH2:25][CH2:26][CH:27]([CH3:29])[CH3:28])[C:10]([OH:12])=[O:11])=[O:7])([CH3:2])([CH3:3])[CH3:4]. The yield is 0.980. (4) The reactants are [CH2:1]([O:3][C:4]([C:6]1[CH:11]=[CH:10][C:9](B(O)O)=[CH:8][CH:7]=1)=O)[CH3:2].NC1CC(C(N(CCC)CCC)=[O:29])=CC2C=CC(Br)=CC=2N=1.COC(C1C=CC(B(O)O)=CC=1)=O.C(=O)([O-])[O-].[K+].[K+].[C:56]([O:60][C:61]([NH:63][C:64]1[CH2:65][C:66]([C:86](=[O:102])[N:87]([CH2:91][CH2:92][CH2:93][O:94][Si:95]([C:98]([CH3:101])([CH3:100])[CH3:99])([CH3:97])[CH3:96])[CH2:88][CH2:89][CH3:90])=[CH:67][C:68]2[CH:74]=[CH:73][C:72]([C:75]3[CH:85]=[CH:84][C:78]([C:79]([O:81][CH2:82][CH3:83])=[O:80])=[CH:77][CH:76]=3)=[CH:71][C:69]=2[N:70]=1)=[O:62])([CH3:59])([CH3:58])[CH3:57]. The catalyst is C(#N)C.CCOC(C)=O.ClCCl.C(O)(C(F)(F)F)=O.C1C=CC([P]([Pd]([P](C2C=CC=CC=2)(C2C=CC=CC=2)C2C=CC=CC=2)([P](C2C=CC=CC=2)(C2C=CC=CC=2)C2C=CC=CC=2)[P](C2C=CC=CC=2)(C2C=CC=CC=2)C2C=CC=CC=2)(C2C=CC=CC=2)C2C=CC=CC=2)=CC=1. The product is [NH2:63][C:64]1[CH2:65][C:66]([C:86](=[O:102])[N:87]([CH2:91][CH2:92][CH2:93][OH:94])[CH2:88][CH2:89][CH3:90])=[CH:67][C:68]2[CH:74]=[CH:73][C:72]([C:75]3[CH:85]=[CH:84][C:78]([CH2:2][C:1]([O:3][CH2:4][C:6]4[CH:11]=[CH:10][CH:9]=[CH:8][CH:7]=4)=[O:29])=[CH:77][CH:76]=3)=[CH:71][C:69]=2[N:70]=1.[C:56]([O:60][C:61]([NH:63][C:64]1[CH2:65][C:66]([C:86](=[O:102])[N:87]([CH2:91][CH2:92][CH2:93][O:94][Si:95]([C:98]([CH3:99])([CH3:101])[CH3:100])([CH3:96])[CH3:97])[CH2:88][CH2:89][CH3:90])=[CH:67][C:68]2[CH:74]=[CH:73][C:72]([C:75]3[CH:85]=[CH:84][C:78]([C:79]([O:81][CH2:82][CH3:83])=[O:80])=[CH:77][CH:76]=3)=[CH:71][C:69]=2[N:70]=1)=[O:62])([CH3:57])([CH3:58])[CH3:59]. The yield is 0.310. (5) The reactants are [OH-:1].[Na+:2].C([OH:5])C.[CH:6]1[N:10]=[CH:9][N:8]([CH2:11][C:12]([P:18]([OH:21])([OH:20])=[O:19])([P:14]([OH:17])([OH:16])=[O:15])[OH:13])[CH:7]=1. The catalyst is O. The product is [CH:6]1[N:10]=[CH:9][N:8]([CH2:11][C:12]([P:14]([O-:17])([OH:16])=[O:15])([P:18]([O-:20])([OH:21])=[O:19])[OH:13])[CH:7]=1.[OH2:5].[OH2:1].[OH2:5].[OH2:5].[Na+:2].[Na+:2]. The yield is 0.980. (6) The reactants are [C:1]([O:5][C:6](=[O:21])[NH:7][C:8]1[CH:13]=[CH:12][C:11]([C:14]([CH3:17])([CH3:16])[CH3:15])=[C:10]([N+:18]([O-])=O)[CH:9]=1)([CH3:4])([CH3:3])[CH3:2]. The catalyst is CO.[Pd]. The product is [C:1]([O:5][C:6](=[O:21])[NH:7][C:8]1[CH:13]=[CH:12][C:11]([C:14]([CH3:17])([CH3:16])[CH3:15])=[C:10]([NH2:18])[CH:9]=1)([CH3:4])([CH3:2])[CH3:3]. The yield is 0.930. (7) The reactants are [C:1]([O:8][CH3:9])(=[O:7])[CH2:2][CH2:3][C:4]([O-])=[O:5].C1N=CN(C(N2C=NC=C2)=O)C=1.O/[N:23]=[C:24](\[NH2:32])/[CH2:25][C:26]1[CH:31]=[CH:30][CH:29]=[CH:28][CH:27]=1. The catalyst is CN(C=O)C. The product is [CH2:25]([C:24]1[N:32]=[C:4]([CH2:3][CH2:2][C:1]([O:8][CH3:9])=[O:7])[O:5][N:23]=1)[C:26]1[CH:31]=[CH:30][CH:29]=[CH:28][CH:27]=1. The yield is 0.700.